Dataset: Forward reaction prediction with 1.9M reactions from USPTO patents (1976-2016). Task: Predict the product of the given reaction. (1) Given the reactants [Cl:1][C:2]1[CH:11]=[C:10]2[C:5]([CH2:6][CH2:7][N:8]([CH3:19])[CH:9]2[C:12]2[CH:13]=[C:14]([CH2:17][OH:18])[S:15][CH:16]=2)=[CH:4][CH:3]=1.CC(OI1(OC(C)=O)(OC(C)=O)OC(=O)C2C=CC=CC1=2)=O, predict the reaction product. The product is: [Cl:1][C:2]1[CH:11]=[C:10]2[C:5]([CH2:6][CH2:7][N:8]([CH3:19])[CH:9]2[C:12]2[CH:13]=[C:14]([CH:17]=[O:18])[S:15][CH:16]=2)=[CH:4][CH:3]=1. (2) Given the reactants C([Si](C(C)C)(C(C)C)[O:5][C:6]([C:9]1[O:10][C:11]2[CH:17]=[CH:16][CH:15]=[CH:14][C:12]=2[CH:13]=1)=[CH:7][Cl:8])(C)C, predict the reaction product. The product is: [Cl:8][CH2:7][C:6]([C:9]1[O:10][C:11]2[CH:17]=[CH:16][CH:15]=[CH:14][C:12]=2[CH:13]=1)=[O:5]. (3) Given the reactants [C:1]1([C:7]2[N:8]=[C:9]([CH2:26][CH2:27][CH2:28][N:29]([CH3:52])[CH2:30][CH2:31][C@:32]3([O:46][C:47](=[O:51])[CH:48]([CH3:50])[CH3:49])[CH2:37][C@H:36]4[CH2:38][CH2:39][C@@H:33]3[CH:34]=[C:35]4[C:40]3[CH:45]=[CH:44][CH:43]=[CH:42][CH:41]=3)[N:10](COCC[Si](C)(C)C)[C:11]=2[C:12]2[CH:17]=[CH:16][CH:15]=[CH:14][CH:13]=2)[CH:6]=[CH:5][CH:4]=[CH:3][CH:2]=1.CCCC[N+](CCCC)(CCCC)CCCC.[F-], predict the reaction product. The product is: [C:12]1([C:11]2[N:10]=[C:9]([CH2:26][CH2:27][CH2:28][N:29]([CH3:52])[CH2:30][CH2:31][C@:32]3([O:46][C:47](=[O:51])[CH:48]([CH3:50])[CH3:49])[CH2:37][C@H:36]4[CH2:38][CH2:39][C@@H:33]3[CH:34]=[C:35]4[C:40]3[CH:41]=[CH:42][CH:43]=[CH:44][CH:45]=3)[NH:8][C:7]=2[C:1]2[CH:6]=[CH:5][CH:4]=[CH:3][CH:2]=2)[CH:17]=[CH:16][CH:15]=[CH:14][CH:13]=1. (4) Given the reactants [CH2:1]([N:8]([CH2:24][C:25]1[CH:30]=[CH:29][CH:28]=[CH:27][CH:26]=1)[C@H:9]1[CH2:13][CH2:12][C@H:11](C(OCC2C=CC=CC=2)=O)[CH2:10]1)[C:2]1[CH:7]=[CH:6][CH:5]=[CH:4][CH:3]=1.[CH3:31][Mg+].[Br-].[NH4+].[Cl-].[CH2:36]1[CH2:40][O:39]CC1, predict the reaction product. The product is: [CH2:24]([N:8]([CH2:1][C:2]1[CH:3]=[CH:4][CH:5]=[CH:6][CH:7]=1)[C@H:9]1[CH2:13][CH2:12][C@H:11]([C:40]([OH:39])([CH3:36])[CH3:31])[CH2:10]1)[C:25]1[CH:30]=[CH:29][CH:28]=[CH:27][CH:26]=1. (5) Given the reactants C(N1C=CN=C1)(N1C=CN=C1)=O.[CH2:13]([CH2:15][NH2:16])[OH:14].[C:17]([NH:24][C@@H:25]([C:27](O)=[O:28])[CH3:26])([O:19][C:20]([CH3:23])([CH3:22])[CH3:21])=[O:18], predict the reaction product. The product is: [C:20]([O:19][C:17](=[O:18])[NH:24][C@@H:25]([C:27](=[O:28])[NH:16][CH2:15][CH2:13][OH:14])[CH3:26])([CH3:21])([CH3:22])[CH3:23]. (6) Given the reactants Cl[C:2]1[N:7]=[C:6]([NH:8][C:9]2[CH:13]=[C:12]([CH:14]3[CH2:16][CH2:15]3)[NH:11][N:10]=2)[CH:5]=[CH:4][N:3]=1.[NH2:17][CH:18]([C:20]1[CH:21]=[C:22]2[CH:28]=[CH:27][N:26](C(OC(C)(C)C)=O)[C:23]2=[CH:24][N:25]=1)[CH3:19].CCN(C(C)C)C(C)C, predict the reaction product. The product is: [NH:26]1[C:23]2=[CH:24][N:25]=[C:20]([CH:18]([NH:17][C:2]3[N:7]=[C:6]([NH:8][C:9]4[CH:13]=[C:12]([CH:14]5[CH2:16][CH2:15]5)[NH:11][N:10]=4)[CH:5]=[CH:4][N:3]=3)[CH3:19])[CH:21]=[C:22]2[CH:28]=[CH:27]1. (7) Given the reactants [F:1][C:2]1[C:3]([O:26]C2CCCCO2)=[C:4]([C:8]2[CH:13]=[CH:12][C:11]([O:14][CH2:15][C:16]3[CH:25]=[CH:24][C:23]4[C:18](=[CH:19][CH:20]=[CH:21][CH:22]=4)[N:17]=3)=[CH:10][CH:9]=2)[CH:5]=[CH:6][CH:7]=1.C1(C)C=CC(S([O-])(=O)=O)=CC=1.[NH+]1C=CC=CC=1, predict the reaction product. The product is: [F:1][C:2]1[CH:7]=[CH:6][CH:5]=[C:4]([C:8]2[CH:13]=[CH:12][C:11]([O:14][CH2:15][C:16]3[CH:25]=[CH:24][C:23]4[C:18](=[CH:19][CH:20]=[CH:21][CH:22]=4)[N:17]=3)=[CH:10][CH:9]=2)[C:3]=1[OH:26]. (8) Given the reactants [C:1]([NH:4][NH:5][C:6](=O)[C:7]1[CH:12]=[C:11]([CH2:13][O:14][Si:15]([C:28]([CH3:31])([CH3:30])[CH3:29])([C:22]2[CH:27]=[CH:26][CH:25]=[CH:24][CH:23]=2)[C:16]2[CH:21]=[CH:20][CH:19]=[CH:18][CH:17]=2)[C:10]([F:32])=[N:9][C:8]=1[F:33])(=O)[CH3:2].P12(SP3(SP(SP(S3)(S1)=S)(=S)S2)=S)=[S:36].C[Si](C)(C)O[Si](C)(C)C.C([O-])([O-])=O.[K+].[K+], predict the reaction product. The product is: [Si:15]([O:14][CH2:13][C:11]1[CH:12]=[C:7]([C:6]2[S:36][C:1]([CH3:2])=[N:4][N:5]=2)[C:8]([F:33])=[N:9][C:10]=1[F:32])([C:28]([CH3:31])([CH3:30])[CH3:29])([C:22]1[CH:27]=[CH:26][CH:25]=[CH:24][CH:23]=1)[C:16]1[CH:21]=[CH:20][CH:19]=[CH:18][CH:17]=1.